This data is from Full USPTO retrosynthesis dataset with 1.9M reactions from patents (1976-2016). The task is: Predict the reactants needed to synthesize the given product. Given the product [C:5]1([S:2]([CH2:1][CH:27]([CH3:28])[CH2:26][CH2:25][OH:29])(=[O:4])=[O:3])[CH:10]=[CH:9][CH:8]=[CH:7][CH:6]=1, predict the reactants needed to synthesize it. The reactants are: [CH3:1][S:2]([C:5]1[CH:10]=[CH:9][CH:8]=[CH:7][CH:6]=1)(=[O:4])=[O:3].C([Li])CCC.CN1CCCN(C)C1=O.[C:25](OC)(=[O:29])/[CH:26]=[CH:27]/[CH3:28].[H-].C([Al+]CC(C)C)C(C)C.ClCCl.